This data is from Forward reaction prediction with 1.9M reactions from USPTO patents (1976-2016). The task is: Predict the product of the given reaction. (1) Given the reactants C(OC([N:8]1[CH2:12][CH2:11][CH:10]([C:13]2[CH:14]=[N:15][CH:16]=[C:17]([N:19]3[C:27](=[O:28])[C:26]4[C:21](=[CH:22][C:23]([Cl:29])=[CH:24][CH:25]=4)[C:20]3([CH3:31])[CH3:30])[CH:18]=2)[CH2:9]1)=O)(C)(C)C.C(O)(C(F)(F)F)=O.[CH2:39]([S:41](Cl)(=[O:43])=[O:42])[CH3:40], predict the reaction product. The product is: [Cl:29][C:23]1[CH:22]=[C:21]2[C:26](=[CH:25][CH:24]=1)[C:27](=[O:28])[N:19]([C:17]1[CH:16]=[N:15][CH:14]=[C:13]([CH:10]3[CH2:11][CH2:12][N:8]([S:41]([CH2:39][CH3:40])(=[O:43])=[O:42])[CH2:9]3)[CH:18]=1)[C:20]2([CH3:31])[CH3:30]. (2) Given the reactants C[N:2](C)[CH2:3][CH2:4][C:5]1[C:13]2[C:8](=[CH:9][CH:10]=[C:11]([N+:14]([O-:16])=[O:15])[CH:12]=2)[NH:7][CH:6]=1.IC.[C-]#N.[K+].C1OCCOCCOCCOCCOCCOC1, predict the reaction product. The product is: [N+:14]([C:11]1[CH:12]=[C:13]2[C:8](=[CH:9][CH:10]=1)[NH:7][CH:6]=[C:5]2[CH2:4][C:3]#[N:2])([O-:16])=[O:15]. (3) Given the reactants [Cl:1][C:2]1[N:7]=[C:6]([N:8]([C@H:14]([CH:19]2[CH2:21][CH2:20]2)[C:15]([O:17]C)=O)[CH:9]2[CH2:13][CH2:12][CH2:11][CH2:10]2)[C:5]([N+:22]([O-])=O)=[CH:4][N:3]=1.[CH3:25]C(O)=O, predict the reaction product. The product is: [Cl:1][C:2]1[N:3]=[CH:4][C:5]2[N:22]([CH3:25])[C:15](=[O:17])[C@@H:14]([CH:19]3[CH2:21][CH2:20]3)[N:8]([CH:9]3[CH2:13][CH2:12][CH2:11][CH2:10]3)[C:6]=2[N:7]=1. (4) Given the reactants [Cl-].[Li+].Br[C:4]1[CH:5]=[C:6]2[C:11](=[CH:12][CH:13]=1)[CH:10]=[N:9][CH:8]=[CH:7]2.C([Sn](CCCC)(CCCC)[C:19]1[S:23][C:22]([NH:24][C:25](=[O:27])[CH3:26])=[N:21][CH:20]=1)CCC.CN(C=O)C, predict the reaction product. The product is: [CH:10]1[C:11]2[C:6](=[CH:5][C:4]([C:19]3[S:23][C:22]([NH:24][C:25](=[O:27])[CH3:26])=[N:21][CH:20]=3)=[CH:13][CH:12]=2)[CH:7]=[CH:8][N:9]=1. (5) Given the reactants [S:1]1[C:5]2[CH:6]=[C:7]([N:10]3[CH2:14][C:13]([CH3:16])([CH3:15])[NH:12][C:11]3=[O:17])[CH:8]=[CH:9][C:4]=2[N:3]=[CH:2]1.Br[C:19]1[CH:20]=[N:21][CH:22]=[CH:23][CH:24]=1.N[C@@H]1CCCC[C@H]1N.P([O-])([O-])([O-])=O.[K+].[K+].[K+], predict the reaction product. The product is: [S:1]1[C:5]2[CH:6]=[C:7]([N:10]3[CH2:14][C:13]([CH3:15])([CH3:16])[N:12]([C:19]4[CH:20]=[N:21][CH:22]=[CH:23][CH:24]=4)[C:11]3=[O:17])[CH:8]=[CH:9][C:4]=2[N:3]=[CH:2]1.